Dataset: Forward reaction prediction with 1.9M reactions from USPTO patents (1976-2016). Task: Predict the product of the given reaction. (1) Given the reactants [NH2:1][C:2](=[O:32])[CH2:3][CH2:4][C:5]([N:7]([CH2:11][C@@H:12]1[CH2:17][N:16]([CH2:18][C:19]2[CH:24]=[CH:23][CH:22]=[CH:21][CH:20]=2)[CH2:15][CH2:14][N:13]1C(OC(C)(C)C)=O)[CH:8]([CH3:10])[CH3:9])=[O:6].C(O)(C(F)(F)F)=O.C(=O)(O)[O-].[Na+].[OH-].[Na+].[Cl-].[Na+], predict the reaction product. The product is: [CH2:18]([N:16]1[CH2:15][CH2:14][NH:13][C@H:12]([CH2:11][N:7]([CH:8]([CH3:10])[CH3:9])[C:5](=[O:6])[CH2:4][CH2:3][C:2]([NH2:1])=[O:32])[CH2:17]1)[C:19]1[CH:24]=[CH:23][CH:22]=[CH:21][CH:20]=1. (2) Given the reactants [Cl:1][C:2]1[C:7]([C:8]2[N:12]=[C:11]([C:13]3[CH:18]=[CH:17][C:16]([OH:19])=[CH:15][CH:14]=3)[O:10][N:9]=2)=[CH:6][CH:5]=[CH:4][N:3]=1.C(=O)([O-])[O-].[Cs+].[Cs+].FC(F)(F)S(OO[CH2:33][C:34]([F:37])([F:36])[F:35])(=O)=O, predict the reaction product. The product is: [Cl:1][C:2]1[C:7]([C:8]2[N:12]=[C:11]([C:13]3[CH:18]=[CH:17][C:16]([O:19][CH2:33][C:34]([F:37])([F:36])[F:35])=[CH:15][CH:14]=3)[O:10][N:9]=2)=[CH:6][CH:5]=[CH:4][N:3]=1. (3) The product is: [F:34][C:2]([F:1])([F:33])[C:3]1[CH:28]=[C:27]([C:29]([F:30])([F:32])[F:31])[CH:26]=[CH:25][C:4]=1[CH2:5][N:6]1[C:14]2[C:9](=[CH:10][C:11]([CH:15]=[C:16]3[S:20][C:19]([N:35]4[CH2:41][CH:40]([OH:42])[CH2:39][NH:38][CH2:37][CH2:36]4)=[N:18][C:17]3=[O:24])=[CH:12][CH:13]=2)[CH:8]=[N:7]1. Given the reactants [F:1][C:2]([F:34])([F:33])[C:3]1[CH:28]=[C:27]([C:29]([F:32])([F:31])[F:30])[CH:26]=[CH:25][C:4]=1[CH2:5][N:6]1[C:14]2[C:9](=[CH:10][C:11]([CH:15]=[C:16]3[S:20][C:19](SCC)=[N:18][C:17]3=[O:24])=[CH:12][CH:13]=2)[CH:8]=[N:7]1.[NH:35]1[CH2:41][CH:40]([OH:42])[CH2:39][NH:38][CH2:37][CH2:36]1, predict the reaction product. (4) The product is: [F:12][C:9]([F:10])([F:11])[C:2]1[NH:1][C:27](=[O:28])[N:26]([C:24]2[C:23]([F:29])=[CH:22][C:20]3[O:21][C:16]([F:15])([F:34])[C:17](=[O:33])[N:18]([CH2:30][C:31]#[CH:32])[C:19]=3[CH:25]=2)[C:4](=[O:6])[CH:3]=1. Given the reactants [NH2:1]/[C:2](/[C:9]([F:12])([F:11])[F:10])=[CH:3]/[C:4]([O:6]CC)=O.[H-].[Na+].[F:15][C:16]1([F:34])[O:21][C:20]2[CH:22]=[C:23]([F:29])[C:24]([N:26]=[C:27]=[O:28])=[CH:25][C:19]=2[N:18]([CH2:30][C:31]#[CH:32])[C:17]1=[O:33], predict the reaction product. (5) Given the reactants [H-].[Na+].[CH3:3][CH:4]1[CH2:13][CH2:12][C:11]2[C:6](=[CH:7][CH:8]=[CH:9][CH:10]=2)[C:5]1=[O:14].[CH2:15]([O:17][C:18](=[O:24])[CH2:19][CH2:20][CH2:21][CH2:22]Br)[CH3:16].O, predict the reaction product. The product is: [CH2:15]([O:17][C:18](=[O:24])[CH2:19][CH2:20][CH2:21][CH2:22][C:4]1([CH3:3])[CH2:13][CH2:12][C:11]2[C:6](=[CH:7][CH:8]=[CH:9][CH:10]=2)[C:5]1=[O:14])[CH3:16]. (6) Given the reactants [Cl:1][C:2]1[CH:10]=[C:9]2[C:5]([C:6]([C:11]([N:13]3[CH2:18][CH2:17][CH:16]([C:19]4[CH:24]=[CH:23][CH:22]=[CH:21][C:20]=4[O:25][CH3:26])[CH2:15][CH2:14]3)=[O:12])=[CH:7][NH:8]2)=[CH:4][CH:3]=1.Cl[CH2:28][CH2:29][NH2:30], predict the reaction product. The product is: [NH2:30][CH2:29][CH2:28][N:8]1[C:9]2[C:5](=[CH:4][CH:3]=[C:2]([Cl:1])[CH:10]=2)[C:6]([C:11]([N:13]2[CH2:18][CH2:17][CH:16]([C:19]3[CH:24]=[CH:23][CH:22]=[CH:21][C:20]=3[O:25][CH3:26])[CH2:15][CH2:14]2)=[O:12])=[CH:7]1. (7) Given the reactants C([Si](CC)(C)[O:6][CH2:7][C:8]1[N:9]=[C:10]([N:14]2[CH2:19][CH2:18][O:17][CH2:16][CH2:15]2)[O:11][C:12]=1[CH3:13])(C)(C)C, predict the reaction product. The product is: [CH3:13][C:12]1[O:11][C:10]([N:14]2[CH2:15][CH2:16][O:17][CH2:18][CH2:19]2)=[N:9][C:8]=1[CH2:7][OH:6].